This data is from NCI-60 drug combinations with 297,098 pairs across 59 cell lines. The task is: Regression. Given two drug SMILES strings and cell line genomic features, predict the synergy score measuring deviation from expected non-interaction effect. (1) Drug 1: CN(C)N=NC1=C(NC=N1)C(=O)N. Drug 2: CN(C)C1=NC(=NC(=N1)N(C)C)N(C)C. Cell line: SF-268. Synergy scores: CSS=-4.21, Synergy_ZIP=6.68, Synergy_Bliss=10.1, Synergy_Loewe=1.43, Synergy_HSA=2.48. (2) Drug 1: C1CN1C2=NC(=NC(=N2)N3CC3)N4CC4. Drug 2: CC1=CC2C(CCC3(C2CCC3(C(=O)C)OC(=O)C)C)C4(C1=CC(=O)CC4)C. Cell line: CAKI-1. Synergy scores: CSS=30.2, Synergy_ZIP=-5.79, Synergy_Bliss=-4.51, Synergy_Loewe=-7.30, Synergy_HSA=-2.70. (3) Drug 2: CC(C)NC(=O)C1=CC=C(C=C1)CNNC.Cl. Drug 1: CC(CN1CC(=O)NC(=O)C1)N2CC(=O)NC(=O)C2. Cell line: NCIH23. Synergy scores: CSS=8.86, Synergy_ZIP=-6.09, Synergy_Bliss=-0.693, Synergy_Loewe=-4.87, Synergy_HSA=-0.989. (4) Drug 1: C1CN1C2=NC(=NC(=N2)N3CC3)N4CC4. Drug 2: CC12CCC3C(C1CCC2O)C(CC4=C3C=CC(=C4)O)CCCCCCCCCS(=O)CCCC(C(F)(F)F)(F)F. Cell line: UACC-257. Synergy scores: CSS=4.51, Synergy_ZIP=-4.04, Synergy_Bliss=-1.98, Synergy_Loewe=-6.88, Synergy_HSA=-2.01. (5) Drug 1: COC1=NC(=NC2=C1N=CN2C3C(C(C(O3)CO)O)O)N. Drug 2: N.N.Cl[Pt+2]Cl. Cell line: NCI/ADR-RES. Synergy scores: CSS=33.5, Synergy_ZIP=-5.09, Synergy_Bliss=2.15, Synergy_Loewe=-14.5, Synergy_HSA=1.34. (6) Drug 1: CC(C1=C(C=CC(=C1Cl)F)Cl)OC2=C(N=CC(=C2)C3=CN(N=C3)C4CCNCC4)N. Drug 2: COC1=C2C(=CC3=C1OC=C3)C=CC(=O)O2. Cell line: UACC-257. Synergy scores: CSS=-1.62, Synergy_ZIP=1.04, Synergy_Bliss=1.82, Synergy_Loewe=0.115, Synergy_HSA=0.729. (7) Drug 1: CC1=C(C=C(C=C1)NC2=NC=CC(=N2)N(C)C3=CC4=NN(C(=C4C=C3)C)C)S(=O)(=O)N.Cl. Drug 2: CCN(CC)CCCC(C)NC1=C2C=C(C=CC2=NC3=C1C=CC(=C3)Cl)OC. Cell line: COLO 205. Synergy scores: CSS=39.5, Synergy_ZIP=5.87, Synergy_Bliss=1.92, Synergy_Loewe=-24.9, Synergy_HSA=-3.91.